This data is from Catalyst prediction with 721,799 reactions and 888 catalyst types from USPTO. The task is: Predict which catalyst facilitates the given reaction. (1) Reactant: C(O[C:4]1[CH2:5][N:6]([C:10]([O:12][C:13]([CH3:16])([CH3:15])[CH3:14])=[O:11])[CH2:7][CH2:8][N:9]=1)C.[Cl:17][C:18]1[CH:23]=[CH:22][C:21]([CH:24]([NH:29][C:30](=[O:36])[O:31][C:32]([CH3:35])([CH3:34])[CH3:33])[C:25]([NH:27][NH2:28])=O)=[CH:20][CH:19]=1.C1(C)C=CC=CC=1. Product: [C:32]([O:31][C:30]([NH:29][CH:24]([C:21]1[CH:22]=[CH:23][C:18]([Cl:17])=[CH:19][CH:20]=1)[C:25]1[N:9]2[CH2:8][CH2:7][N:6]([C:10]([O:12][C:13]([CH3:14])([CH3:15])[CH3:16])=[O:11])[CH2:5][C:4]2=[N:28][N:27]=1)=[O:36])([CH3:35])([CH3:33])[CH3:34]. The catalyst class is: 13. (2) Reactant: C(NC(=O)[O-])C.C[O:8][C:9]1[C:10]([Cl:22])=[CH:11][C:12]2[CH:13]([CH3:21])[CH:14]3[CH2:18][NH:17][CH2:16][CH:15]3[C:19]=2[CH:20]=1. Product: [OH:8][C:9]1[C:10]([Cl:22])=[CH:11][C:12]2[CH:13]([CH3:21])[CH:14]3[CH2:18][NH:17][CH2:16][CH:15]3[C:19]=2[CH:20]=1. The catalyst class is: 33. (3) Reactant: [Br:1][C:2]1[CH:7]=[C:6]([CH3:8])[CH:5]=[C:4]([CH3:9])[CH:3]=1.C1C(=O)N([Br:17])C(=O)C1. Product: [Br:1][C:2]1[CH:7]=[C:6]([CH3:8])[CH:5]=[C:4]([CH2:9][Br:17])[CH:3]=1. The catalyst class is: 53. (4) Reactant: [CH2:1]([N:5]1[C:13]2[C:8](=[CH:9][CH:10]=[C:11]([C:14]([O:16][CH3:17])=[O:15])[CH:12]=2)[CH:7]=[CH:6]1)[CH2:2][CH2:3][CH3:4].C([BH3-])#N.[Na+]. Product: [CH2:1]([N:5]1[C:13]2[C:8](=[CH:9][CH:10]=[C:11]([C:14]([O:16][CH3:17])=[O:15])[CH:12]=2)[CH2:7][CH2:6]1)[CH2:2][CH2:3][CH3:4]. The catalyst class is: 15. (5) Reactant: [C:1]12([C:11]3[CH:30]=[CH:29][C:14]([O:15][CH2:16][C:17]([NH:19][C:20]4[CH:21]=[N:22][CH:23]=[C:24]([CH:28]=4)[C:25](O)=[O:26])=[O:18])=[CH:13][CH:12]=3)[CH2:10][CH:5]3[CH2:6][CH:7]([CH2:9][CH:3]([CH2:4]3)[CH2:2]1)[CH2:8]2.[N:31]1[CH:36]=[CH:35][C:34]([CH2:37][CH2:38][NH2:39])=[CH:33][CH:32]=1.C1CN([P+](ON2N=NC3C=CC=CC2=3)(N2CCCC2)N2CCCC2)CC1.F[P-](F)(F)(F)(F)F.CO. Product: [C:1]12([C:11]3[CH:30]=[CH:29][C:14]([O:15][CH2:16][C:17]([NH:19][C:20]4[CH:21]=[N:22][CH:23]=[C:24]([CH:28]=4)[C:25]([NH:39][CH2:38][CH2:37][C:34]4[CH:35]=[CH:36][N:31]=[CH:32][CH:33]=4)=[O:26])=[O:18])=[CH:13][CH:12]=3)[CH2:10][CH:5]3[CH2:4][CH:3]([CH2:9][CH:7]([CH2:6]3)[CH2:8]1)[CH2:2]2. The catalyst class is: 241. (6) Reactant: Cl[C:2]1[CH:3]=[CH:4][C:5]2[O:14][CH2:13][CH2:12][C:11]3[CH:10]=[C:9]([C:15]4[N:16]([C:20]5[CH:25]=[CH:24][C:23]([F:26])=[CH:22][C:21]=5[F:27])[N:17]=[CH:18][N:19]=4)[S:8][C:7]=3[C:6]=2[N:28]=1.[CH3:29][N:30]1[CH2:34][CH2:33][CH:32]([CH2:35][NH2:36])[CH2:31]1.C(N1CCN2CCN(CCCC)P1N(CCCC)CC2)CCC. Product: [F:27][C:21]1[CH:22]=[C:23]([F:26])[CH:24]=[CH:25][C:20]=1[N:16]1[C:15]([C:9]2[S:8][C:7]3[C:6]4[N:28]=[C:2]([NH:36][CH2:35][CH:32]5[CH2:33][CH2:34][N:30]([CH3:29])[CH2:31]5)[CH:3]=[CH:4][C:5]=4[O:14][CH2:13][CH2:12][C:11]=3[CH:10]=2)=[N:19][CH:18]=[N:17]1. The catalyst class is: 231. (7) Reactant: [N:1]1[C:10]2[C:5](=[CH:6][C:7]([C:11]3([C:14]4[N:18]5[CH:19]=[C:20]([N:23]6[CH:27]=[C:26]([C:28]([OH:30])=O)[CH:25]=[N:24]6)[CH:21]=[N:22][C:17]5=[N:16][CH:15]=4)[CH2:13][CH2:12]3)=[CH:8][CH:9]=2)[CH:4]=[CH:3][CH:2]=1.F[P-](F)(F)(F)(F)F.N1(O[P+](N(C)C)(N(C)C)[N:49]([CH3:51])[CH3:50])C2C=CC=CC=2N=N1.CNC.C(N(CC)C(C)C)(C)C. Product: [CH3:50][N:49]([CH3:51])[C:28]([C:26]1[CH:25]=[N:24][N:23]([C:20]2[CH:21]=[N:22][C:17]3[N:18]([C:14]([C:11]4([C:7]5[CH:6]=[C:5]6[C:10](=[CH:9][CH:8]=5)[N:1]=[CH:2][CH:3]=[CH:4]6)[CH2:12][CH2:13]4)=[CH:15][N:16]=3)[CH:19]=2)[CH:27]=1)=[O:30]. The catalyst class is: 9. (8) Reactant: [C:1]([NH:5][S:6]([CH2:9][CH2:10][CH2:11]Cl)(=[O:8])=[O:7])([CH3:4])([CH3:3])[CH3:2].[Li]CCCC. Product: [C:1]([NH:5][S:6]([CH:9]1[CH2:11][CH2:10]1)(=[O:8])=[O:7])([CH3:4])([CH3:3])[CH3:2]. The catalyst class is: 1. (9) Reactant: [CH3:1][C:2]1[CH:15]=[C:14]2[C:5]([S:6][C:7]3[CH:8]=[CH:9][CH:10]=[C:11]([C:17]([OH:19])=O)[C:12]=3[C:13]2=[O:16])=[CH:4][CH:3]=1.S(Cl)([Cl:22])=O. Product: [CH3:1][C:2]1[CH:15]=[C:14]2[C:5]([S:6][C:7]3[CH:8]=[CH:9][CH:10]=[C:11]([C:17]([Cl:22])=[O:19])[C:12]=3[C:13]2=[O:16])=[CH:4][CH:3]=1. The catalyst class is: 588. (10) Reactant: O.[OH-].[Li+].C([O:6][C:7]([C@:9]1([F:26])[C@@H:14]2[C@H:10]1[CH:11]=[CH:12][C@@:13]2([NH2:25])[C:15]([O:17]CC1C=CC=CC=1)=[O:16])=[O:8])C. Product: [NH2:25][C@@:13]1([C:15]([OH:17])=[O:16])[CH:12]=[CH:11][C@@H:10]2[C@H:14]1[C@@:9]2([F:26])[C:7]([OH:8])=[O:6]. The catalyst class is: 132.